Predict which catalyst facilitates the given reaction. From a dataset of Catalyst prediction with 721,799 reactions and 888 catalyst types from USPTO. (1) Reactant: C([O:3][C:4](=[O:30])[CH2:5][N:6]1[C:10]2=[N:11][C:12]([CH2:15][CH3:16])=[CH:13][CH:14]=[C:9]2[C:8]([CH2:17][C:18]2[S:19][C:20]3[C:26]([F:27])=[CH:25][C:24]([F:28])=[C:23]([F:29])[C:21]=3[N:22]=2)=[CH:7]1)C.[OH-].[Na+].Cl. Product: [CH2:15]([C:12]1[N:11]=[C:10]2[N:6]([CH2:5][C:4]([OH:30])=[O:3])[CH:7]=[C:8]([CH2:17][C:18]3[S:19][C:20]4[C:26]([F:27])=[CH:25][C:24]([F:28])=[C:23]([F:29])[C:21]=4[N:22]=3)[C:9]2=[CH:14][CH:13]=1)[CH3:16]. The catalyst class is: 57. (2) Reactant: [CH3:1][O:2][CH2:3]Cl.C(=O)([O-])[O-].[K+].[K+].[Br:11][C:12]1[C:17]([OH:18])=[CH:16][CH:15]=[C:14]([N+:19]([O-:21])=[O:20])[N:13]=1. Product: [Br:11][C:12]1[C:17]([O:18][CH2:1][O:2][CH3:3])=[CH:16][CH:15]=[C:14]([N+:19]([O-:21])=[O:20])[N:13]=1. The catalyst class is: 21. (3) Reactant: [F:1][C:2]1[CH:10]=[C:9]2[C:5]([C:6]([C:11]3[CH:12]=[C:13]4[C:17](=[CH:18][CH:19]=3)[N:16]([CH2:20][CH2:21][C:22]([OH:24])=O)[N:15]=[CH:14]4)=[CH:7][NH:8]2)=[CH:4][CH:3]=1.[CH3:25][N:26]1[CH2:31][CH2:30][NH:29][CH2:28][CH2:27]1.CN(C(ON1N=NC2C=CC=NC1=2)=[N+](C)C)C.F[P-](F)(F)(F)(F)F.CCN(C(C)C)C(C)C. Product: [F:1][C:2]1[CH:10]=[C:9]2[C:5]([C:6]([C:11]3[CH:12]=[C:13]4[C:17](=[CH:18][CH:19]=3)[N:16]([CH2:20][CH2:21][C:22]([N:29]3[CH2:30][CH2:31][N:26]([CH3:25])[CH2:27][CH2:28]3)=[O:24])[N:15]=[CH:14]4)=[CH:7][NH:8]2)=[CH:4][CH:3]=1. The catalyst class is: 18.